Task: Predict which catalyst facilitates the given reaction.. Dataset: Catalyst prediction with 721,799 reactions and 888 catalyst types from USPTO (1) Reactant: Cl.[NH2:2][CH2:3][C@@H:4]([C:6]1[C:14]2[S:13][C:12](=[O:15])[NH:11][C:10]=2[C:9]([O:16][CH2:17][C:18]2[CH:23]=[CH:22][CH:21]=[CH:20][CH:19]=2)=[CH:8][CH:7]=1)[OH:5].[C:24]1([CH2:34][CH2:35][O:36][CH2:37][CH2:38][S:39][CH2:40][CH2:41][CH:42]=O)[C:33]2[C:28](=[CH:29][CH:30]=[CH:31][CH:32]=2)[CH:27]=[CH:26][CH:25]=1.C(O)(=O)C.C([BH3-])#N.[Na+]. The catalyst class is: 5. Product: [CH2:17]([O:16][C:9]1[C:10]2[NH:11][C:12](=[O:15])[S:13][C:14]=2[C:6]([C@@H:4]([OH:5])[CH2:3][NH:2][CH2:42][CH2:41][CH2:40][S:39][CH2:38][CH2:37][O:36][CH2:35][CH2:34][C:24]2[C:33]3[C:28](=[CH:29][CH:30]=[CH:31][CH:32]=3)[CH:27]=[CH:26][CH:25]=2)=[CH:7][CH:8]=1)[C:18]1[CH:19]=[CH:20][CH:21]=[CH:22][CH:23]=1. (2) Reactant: [C:1]1([C:7]2[NH:11][CH:10]=[C:9]([CH:12]=[O:13])[CH:8]=2)[CH:6]=[CH:5][CH:4]=[CH:3][CH:2]=1.[H-].[Na+].C1OCCOCCOCCOCCOC1.[Cl:31][C:32]1[N:37]=[CH:36][C:35]([S:38](Cl)(=[O:40])=[O:39])=[CH:34][CH:33]=1. Product: [Cl:31][C:32]1[N:37]=[CH:36][C:35]([S:38]([N:11]2[C:7]([C:1]3[CH:6]=[CH:5][CH:4]=[CH:3][CH:2]=3)=[CH:8][C:9]([CH:12]=[O:13])=[CH:10]2)(=[O:40])=[O:39])=[CH:34][CH:33]=1. The catalyst class is: 54. (3) Reactant: C(OC([NH:8][CH2:9][CH2:10][O:11][C:12]1[CH:17]=[C:16]([C:18]([O:20][CH2:21][CH3:22])=[O:19])[N:15]=[C:14]([C:23]([O:25][CH2:26][CH3:27])=[O:24])[CH:13]=1)=O)(C)(C)C.[ClH:28]. Product: [ClH:28].[NH2:8][CH2:9][CH2:10][O:11][C:12]1[CH:17]=[C:16]([C:18]([O:20][CH2:21][CH3:22])=[O:19])[N:15]=[C:14]([C:23]([O:25][CH2:26][CH3:27])=[O:24])[CH:13]=1. The catalyst class is: 12. (4) Reactant: [NH2:1][C:2]1[CH:7]=[CH:6][C:5](Br)=[CH:4][C:3]=1/[CH:9]=[CH:10]/[C:11]#[N:12].CC1(C)C2C(=C(P(C3C=CC=CC=3)C3C=CC=CC=3)C=CC=2)OC2C(P(C3C=CC=CC=3)C3C=CC=CC=3)=CC=CC1=2.CCN(C(C)C)C(C)C.[CH2:64]([SH:71])[C:65]1[CH:70]=[CH:69][CH:68]=[CH:67][CH:66]=1. Product: [NH2:1][C:2]1[CH:7]=[CH:6][C:5]([S:71][CH2:64][C:65]2[CH:70]=[CH:69][CH:68]=[CH:67][CH:66]=2)=[CH:4][C:3]=1/[CH:9]=[CH:10]/[C:11]#[N:12]. The catalyst class is: 488.